From a dataset of Forward reaction prediction with 1.9M reactions from USPTO patents (1976-2016). Predict the product of the given reaction. (1) Given the reactants Cl.[F:2][C:3]1[CH:4]=[CH:5][C:6]2[N:15]=[C:14]([NH2:16])[C:13]3[CH:12]=[CH:11][S:10][C:9]=3[NH:8][C:7]=2[CH:17]=1.[CH3:18][O:19][CH2:20][CH2:21][CH2:22][C@H:23]1[CH2:28]N[CH2:26][CH2:25][NH:24]1.CS(C)=O.C1(C)C=CC=CC=1, predict the reaction product. The product is: [F:2][C:3]1[CH:4]=[CH:5][C:6]2[N:15]=[C:14]([N:16]3[CH2:26][CH2:25][NH:24][C@@H:23]([CH2:22][CH2:21][CH2:20][O:19][CH3:18])[CH2:28]3)[C:13]3[CH:12]=[CH:11][S:10][C:9]=3[NH:8][C:7]=2[CH:17]=1. (2) Given the reactants [NH2:1][C:2]1[N:7]=[C:6]([NH2:8])[C:5]([OH:9])=[C:4]([CH2:10][CH3:11])[N:3]=1.O.[OH-].[Li+].Br[CH2:16][CH2:17][CH2:18][O:19][C:20]1[CH:25]=[CH:24][CH:23]=[CH:22][C:21]=1[CH2:26][CH2:27][C:28]([O:30]C)=[O:29], predict the reaction product. The product is: [NH2:1][C:2]1[N:7]=[C:6]([NH2:8])[C:5]([O:9][CH2:16][CH2:17][CH2:18][O:19][C:20]2[CH:25]=[CH:24][CH:23]=[CH:22][C:21]=2[CH2:26][CH2:27][C:28]([OH:30])=[O:29])=[C:4]([CH2:10][CH3:11])[N:3]=1.